Dataset: Retrosynthesis with 50K atom-mapped reactions and 10 reaction types from USPTO. Task: Predict the reactants needed to synthesize the given product. Given the product CCS(=O)(=O)NCc1ccc(N)cc1, predict the reactants needed to synthesize it. The reactants are: CCS(=O)(=O)NCc1ccc([N+](=O)[O-])cc1.